This data is from Catalyst prediction with 721,799 reactions and 888 catalyst types from USPTO. The task is: Predict which catalyst facilitates the given reaction. (1) Reactant: [C:1]([OH:20])(=[O:19])[CH2:2][CH2:3][CH2:4][CH2:5][CH2:6][CH2:7][CH2:8][CH2:9][CH2:10][CH2:11][CH2:12][CH2:13][CH2:14][CH2:15][CH2:16][CH2:17][CH3:18].[OH:21][CH2:22][CH:23]([CH2:25][OH:26])[OH:24]. Product: [C:1]([OH:20])(=[O:19])[CH2:2][CH2:3][CH2:4][CH2:5][CH2:6][CH2:7][CH2:8][CH2:9][CH2:10][CH2:11][CH2:12][CH2:13][CH2:14][CH2:15][CH2:16][CH2:17][CH3:18].[OH:21][CH2:22][CH:23]([CH2:25][OH:26])[OH:24]. The catalyst class is: 74. (2) Reactant: C(Cl)(=O)C(Cl)=O.CS(C)=O.[OH:11][CH2:12][CH:13]1[CH2:16][C:15]([CH3:22])([C:17]([O:19][CH2:20][CH3:21])=[O:18])[CH2:14]1.[NH4+].[Cl-]. The catalyst class is: 2. Product: [CH:12]([CH:13]1[CH2:14][C:15]([CH3:22])([C:17]([O:19][CH2:20][CH3:21])=[O:18])[CH2:16]1)=[O:11]. (3) Reactant: [NH2:1][C:2]1[N:3]=[C:4]([NH:21][CH:22]2[CH2:24][CH2:23]2)[C:5]2[S:10][C:9](=[O:11])[N:8]([C@@H:12]3[O:18][C@H:17]([CH2:19][OH:20])[C@@H:15]([OH:16])[C@H:13]3[OH:14])[C:6]=2[N:7]=1.[ClH:25]. Product: [ClH:25].[NH2:1][C:2]1[N:3]=[C:4]([NH:21][CH:22]2[CH2:23][CH2:24]2)[C:5]2[S:10][C:9](=[O:11])[N:8]([C@@H:12]3[O:18][C@H:17]([CH2:19][OH:20])[C@@H:15]([OH:16])[C@H:13]3[OH:14])[C:6]=2[N:7]=1. The catalyst class is: 12. (4) Reactant: [F:1][C:2]1[C:11]2[O:10][CH2:9][C@H:8]3[C@@H:12](C(O)=O)[C@H:7]3[C:6]=2[C:5]([F:16])=[CH:4][CH:3]=1.C([N:19]([CH2:22]C)CC)C.[NH2:24][C:25]1[CH:30]=[CH:29][C:28]([F:31])=[CH:27][N:26]=1.C1C=CC(P(N=[N+]=[N-])(C2C=CC=CC=2)=[O:39])=CC=1. Product: [F:1][C:2]1[C:11]2[O:10][CH2:9][C@H:8]3[C@@H:12]([NH:19][C:22]([NH:24][C:25]4[CH:30]=[CH:29][C:28]([F:31])=[CH:27][N:26]=4)=[O:39])[C@H:7]3[C:6]=2[C:5]([F:16])=[CH:4][CH:3]=1. The catalyst class is: 11. (5) The catalyst class is: 11. Product: [Br:1][C:2]1[C:6]([CH:7]=[O:8])=[C:5]([Br:9])[N:4]([CH:10]([O:12][CH2:13][CH3:14])[CH3:11])[N:3]=1. Reactant: [Br:1][C:2]1[C:6]([CH:7]=[O:8])=[C:5]([Br:9])[NH:4][N:3]=1.[CH:10]([O:12][CH2:13][CH3:14])=[CH2:11].Cl. (6) Reactant: CN(C(ON1N=NC2C=CC=NC1=2)=[N+](C)C)C.F[P-](F)(F)(F)(F)F.[Cl:25][C:26]1[CH:27]=[C:28]([C:52]([OH:54])=O)[CH:29]=[N:30][C:31]=1[NH:32][NH:33][C:34]([NH:36][CH:37]1[C:47]2[CH:46]=[CH:45][N:44]=[CH:43][C:42]=2[CH2:41][CH2:40][C:39]2[CH:48]=[CH:49][CH:50]=[CH:51][C:38]1=2)=[O:35].Cl.[NH2:56][C@@H:57]1[CH2:61][CH2:60][N:59]([CH3:62])[C:58]1=[O:63].CCN(C(C)C)C(C)C. Product: [Cl:25][C:26]1[CH:27]=[C:28]([C:52]([NH:56][C@@H:57]2[CH2:61][CH2:60][N:59]([CH3:62])[C:58]2=[O:63])=[O:54])[CH:29]=[N:30][C:31]=1[NH:32][NH:33][C:34]([NH:36][CH:37]1[C:47]2[CH:46]=[CH:45][N:44]=[CH:43][C:42]=2[CH2:41][CH2:40][C:39]2[CH:48]=[CH:49][CH:50]=[CH:51][C:38]1=2)=[O:35]. The catalyst class is: 44. (7) Reactant: Cl.[NH2:2][C:3]1[N:32]=[C:6]2[N:7]([C:22]3[CH:27]=[CH:26][CH:25]=[C:24]([C:28]([F:31])([F:30])[F:29])[CH:23]=3)[C:8]([CH3:21])=[C:9]([C:19]#[N:20])[C@@H:10]([C:11]3[CH:16]=[CH:15][C:14]([C:17]#[N:18])=[CH:13][CH:12]=3)[N:5]2[N:4]=1.[S:33]1[CH:37]=[CH:36][CH:35]=[C:34]1[C:38](Cl)=[O:39]. Product: [C:19]([C:9]1[C@@H:10]([C:11]2[CH:16]=[CH:15][C:14]([C:17]#[N:18])=[CH:13][CH:12]=2)[N:5]2[N:4]=[C:3]([NH:2][C:38]([C:34]3[S:33][CH:37]=[CH:36][CH:35]=3)=[O:39])[N:32]=[C:6]2[N:7]([C:22]2[CH:27]=[CH:26][CH:25]=[C:24]([C:28]([F:29])([F:31])[F:30])[CH:23]=2)[C:8]=1[CH3:21])#[N:20]. The catalyst class is: 17. (8) Reactant: [C:1]([N:4]1[CH2:9][CH2:8][NH:7][CH2:6][CH2:5]1)(=[O:3])[CH3:2].C(N(CC)CC)C.[Br:17][C:18]1[CH:23]=[CH:22][C:21]([S:24](Cl)(=[O:26])=[O:25])=[CH:20][CH:19]=1. Product: [C:1]([N:4]1[CH2:9][CH2:8][N:7]([S:24]([C:21]2[CH:22]=[CH:23][C:18]([Br:17])=[CH:19][CH:20]=2)(=[O:26])=[O:25])[CH2:6][CH2:5]1)(=[O:3])[CH3:2]. The catalyst class is: 12. (9) The catalyst class is: 3. Product: [CH2:30]([N:18]1[CH2:17][CH2:16][CH:15]([C:12]2[CH:13]=[CH:14][C:9]([CH2:8][C@@H:7]([C:21]([OH:23])=[O:22])[NH:6][C:4](=[O:5])[C:3]3[C:2]([Cl:1])=[CH:28][CH:27]=[CH:26][C:25]=3[Cl:29])=[CH:10][CH:11]=2)[CH2:20][CH2:19]1)[C:31]1[CH:36]=[CH:35][CH:34]=[CH:33][CH:32]=1. Reactant: [Cl:1][C:2]1[CH:28]=[CH:27][CH:26]=[C:25]([Cl:29])[C:3]=1[C:4]([NH:6][C@H:7]([C:21]([O:23]C)=[O:22])[CH2:8][C:9]1[CH:14]=[CH:13][C:12]([CH:15]2[CH2:20][CH2:19][NH:18][CH2:17][CH2:16]2)=[CH:11][CH:10]=1)=[O:5].[CH2:30](Br)[C:31]1[CH:36]=[CH:35][CH:34]=[CH:33][CH:32]=1.C(=O)([O-])[O-]. (10) Reactant: [C:1]([O:5][C:6](=[O:35])[NH:7][C:8]1([C:12]2[CH:17]=[CH:16][C:15]([C:18]3[C:19]([C:29]4[CH:34]=[CH:33][CH:32]=[CH:31][CH:30]=4)=[CH:20][C:21]4[NH:26][C:25](=[O:27])[CH2:24][O:23][C:22]=4[N:28]=3)=[CH:14][CH:13]=2)[CH2:11][CH2:10][CH2:9]1)([CH3:4])([CH3:3])[CH3:2].[H-].[Na+].Br[CH2:39][C:40]1[CH:45]=[CH:44][N:43]=[CH:42][CH:41]=1.Br.C([O-])(O)=O.[Na+]. The catalyst class is: 3. Product: [C:1]([O:5][C:6](=[O:35])[NH:7][C:8]1([C:12]2[CH:13]=[CH:14][C:15]([C:18]3[C:19]([C:29]4[CH:30]=[CH:31][CH:32]=[CH:33][CH:34]=4)=[CH:20][C:21]4[N:26]([CH2:39][C:40]5[CH:45]=[CH:44][N:43]=[CH:42][CH:41]=5)[C:25](=[O:27])[CH2:24][O:23][C:22]=4[N:28]=3)=[CH:16][CH:17]=2)[CH2:11][CH2:10][CH2:9]1)([CH3:4])([CH3:2])[CH3:3].